This data is from Cav3 T-type calcium channel HTS with 100,875 compounds. The task is: Binary Classification. Given a drug SMILES string, predict its activity (active/inactive) in a high-throughput screening assay against a specified biological target. (1) The drug is O1C(C\C(=C\COc2cc3oc(=O)ccc3cc2)C)C=C(C1=O)C. The result is 0 (inactive). (2) The molecule is O(C(=O)C1CCCCC1)CC(=O)Nc1ccc(N2CCCCC2)cc1. The result is 0 (inactive). (3) The drug is O=C(Nc1ccccc1)Nc1ncccc1. The result is 0 (inactive). (4) The compound is O=C(N1CCCCC1)c1nn(cc1)C(=O)NC. The result is 0 (inactive). (5) The drug is o1nc(nc1c1cc(OC)c(OC)cc1)c1ccc(NC(=O)CCc2ccc(OC)cc2)cc1. The result is 0 (inactive). (6) The compound is Clc1c(Nc2scc(n2)c2sc(NC(=O)CC(C)C)nc2C)ccc(Cl)c1. The result is 0 (inactive).